This data is from Reaction yield outcomes from USPTO patents with 853,638 reactions. The task is: Predict the reaction yield, written as a fraction of the theoretical maximum amount of product (1.0 means a 100% yield; for example, 0.34 means a 34% yield). The reactants are [C:1]([O:5][C:6]([C:8]1[N:13]=[C:12]([CH:14]2[CH2:19][CH2:18][NH:17][CH2:16][CH2:15]2)[CH:11]=[CH:10][CH:9]=1)=[O:7])([CH3:4])([CH3:3])[CH3:2].C=O.[C:22]([BH3-])#N.[Na+]. The yield is 0.920. The catalyst is CO. The product is [C:1]([O:5][C:6]([C:8]1[N:13]=[C:12]([CH:14]2[CH2:19][CH2:18][N:17]([CH3:22])[CH2:16][CH2:15]2)[CH:11]=[CH:10][CH:9]=1)=[O:7])([CH3:4])([CH3:2])[CH3:3].